The task is: Predict the product of the given reaction.. This data is from Forward reaction prediction with 1.9M reactions from USPTO patents (1976-2016). (1) Given the reactants [C:1]([N:4]1[CH2:12][CH2:11][CH:7]([C:8](Cl)=[O:9])[CH2:6][CH2:5]1)(=[O:3])[CH3:2].[Cl-].[Cl-].[Cl-].[Al+3].[F:17][C:18]1[CH:23]=[CH:22][CH:21]=[CH:20][CH:19]=1, predict the reaction product. The product is: [F:17][C:18]1[CH:23]=[CH:22][C:21]([C:8]([CH:7]2[CH2:11][CH2:12][N:4]([C:1](=[O:3])[CH3:2])[CH2:5][CH2:6]2)=[O:9])=[CH:20][CH:19]=1. (2) Given the reactants [CH3:1][N:2]1[C:11]2[C:6](=[CH:7][C:8]([N+:12]([O-])=O)=[CH:9][CH:10]=2)[CH2:5][CH2:4][C:3]1=[O:15].[H][H], predict the reaction product. The product is: [NH2:12][C:8]1[CH:7]=[C:6]2[C:11](=[CH:10][CH:9]=1)[N:2]([CH3:1])[C:3](=[O:15])[CH2:4][CH2:5]2. (3) The product is: [NH2:44][C:35]1[S:34][C:38]2[CH2:39][CH:40]([NH:43][C:29]([C@@H:25]3[CH2:26][CH2:27][CH2:28][N:24]3[C:22](=[O:23])[CH2:21][NH:20][C:1]([C:2]3[CH:7]=[CH:6][CH:5]=[CH:4][CH:3]=3)([C:8]3[CH:9]=[CH:10][CH:11]=[CH:12][CH:13]=3)[C:14]3[CH:15]=[CH:16][CH:17]=[CH:18][CH:19]=3)=[O:30])[CH2:41][CH2:42][C:37]=2[N:36]=1. Given the reactants [C:1]([NH:20][CH2:21][C:22]([N:24]1[CH2:28][CH2:27][CH2:26][C@H:25]1[C:29](O)=[O:30])=[O:23])([C:14]1[CH:19]=[CH:18][CH:17]=[CH:16][CH:15]=1)([C:8]1[CH:13]=[CH:12][CH:11]=[CH:10][CH:9]=1)[C:2]1[CH:7]=[CH:6][CH:5]=[CH:4][CH:3]=1.Br.Br.[S:34]1[C:38]2[CH2:39][CH:40]([NH2:43])[CH2:41][CH2:42][C:37]=2[N:36]=[C:35]1[NH2:44], predict the reaction product. (4) Given the reactants [C:1]([O:5][C:6]([N:8]1[CH2:12][CH2:11][C@H:10]([O:13][C:14]2[C:15]3[CH2:23][NH:22][CH2:21][CH2:20][C:16]=3[N:17]=[CH:18][N:19]=2)[CH2:9]1)=[O:7])([CH3:4])([CH3:3])[CH3:2].Br[C:25]1[CH:26]=[N:27][C:28]([O:33][CH3:34])=[C:29]([CH:32]=1)[C:30]#[N:31].C(=O)([O-])[O-].[Cs+].[Cs+].CC(C1C=C(C(C)C)C(C2C=CC=CC=2P(C2CCCCC2)C2CCCCC2)=C(C(C)C)C=1)C, predict the reaction product. The product is: [C:1]([O:5][C:6]([N:8]1[CH2:12][CH2:11][C@H:10]([O:13][C:14]2[C:15]3[CH2:23][N:22]([C:25]4[CH:26]=[N:27][C:28]([O:33][CH3:34])=[C:29]([C:30]#[N:31])[CH:32]=4)[CH2:21][CH2:20][C:16]=3[N:17]=[CH:18][N:19]=2)[CH2:9]1)=[O:7])([CH3:4])([CH3:2])[CH3:3]. (5) Given the reactants I[C:2]1[CH:7]=[CH:6][C:5]([C:8]([N:10]2[CH2:15][CH2:14][N:13]([CH3:16])[CH2:12][CH2:11]2)=[O:9])=[CH:4][CH:3]=1.[NH2:17][C:18]1[N:19]=[CH:20][C:21]2[C:27](=[O:28])[N:26]([C:29]3[CH:34]=[C:33]([N+:35]([O-:37])=[O:36])[CH:32]=[CH:31][C:30]=3[CH3:38])[CH2:25][CH2:24][C:22]=2[N:23]=1.C(=O)([O-])[O-].[Cs+].[Cs+], predict the reaction product. The product is: [CH3:38][C:30]1[CH:31]=[CH:32][C:33]([N+:35]([O-:37])=[O:36])=[CH:34][C:29]=1[N:26]1[CH2:25][CH2:24][C:22]2[N:23]=[C:18]([NH:17][C:2]3[CH:7]=[CH:6][C:5]([C:8]([N:10]4[CH2:15][CH2:14][N:13]([CH3:16])[CH2:12][CH2:11]4)=[O:9])=[CH:4][CH:3]=3)[N:19]=[CH:20][C:21]=2[C:27]1=[O:28]. (6) Given the reactants [CH3:1][C:2]([CH3:36])([CH2:5][C@@:6]1([C:30]2[CH:35]=[CH:34][CH:33]=[CH:32][CH:31]=2)[O:11][C:10](=[O:12])[N:9]([C@H:13]([C:15]2[CH:20]=[CH:19][C:18](B3OC(C)(C)C(C)(C)O3)=[CH:17][CH:16]=2)[CH3:14])[CH2:8][CH2:7]1)[C:3]#[N:4].I[C:38]1[CH:43]=[CH:42][NH:41][C:40](=[O:44])[CH:39]=1, predict the reaction product. The product is: [CH3:36][C:2]([CH3:1])([CH2:5][C@@:6]1([C:30]2[CH:31]=[CH:32][CH:33]=[CH:34][CH:35]=2)[O:11][C:10](=[O:12])[N:9]([C@H:13]([C:15]2[CH:20]=[CH:19][C:18]([C:38]3[CH:43]=[CH:42][NH:41][C:40](=[O:44])[CH:39]=3)=[CH:17][CH:16]=2)[CH3:14])[CH2:8][CH2:7]1)[C:3]#[N:4]. (7) Given the reactants C[C:2](C)([O-:4])C.[K+].[CH2:7]1[CH2:11][O:10][CH2:9][CH2:8]1.F[C:13]1[CH:20]=[CH:19][C:16]([C:17]#[N:18])=[C:15]([Cl:21])[CH:14]=1.O, predict the reaction product. The product is: [Cl:21][C:15]1[CH:14]=[C:13]([O:4][C@@H:2]2[CH2:9][CH2:8][CH2:7][C@@H:11]2[OH:10])[CH:20]=[CH:19][C:16]=1[C:17]#[N:18].